This data is from Catalyst prediction with 721,799 reactions and 888 catalyst types from USPTO. The task is: Predict which catalyst facilitates the given reaction. (1) Reactant: [Cl:1][C:2]1[C:11]2[C:6](=[CH:7][CH:8]=[C:9]([C:12](Cl)=[O:13])[CH:10]=2)[C:5]([Cl:15])=[CH:4][N:3]=1.Cl.[C:17]([O:21][C:22](=[O:28])[CH:23]([CH:25]([CH3:27])[CH3:26])[NH2:24])([CH3:20])([CH3:19])[CH3:18].CCN(CC)CC. The catalyst class is: 2. Product: [C:17]([O:21][C:22](=[O:28])[CH:23]([CH:25]([CH3:26])[CH3:27])[NH:24][C:12]([C:9]1[CH:10]=[C:11]2[C:6]([C:5]([Cl:15])=[CH:4][N:3]=[C:2]2[Cl:1])=[CH:7][CH:8]=1)=[O:13])([CH3:20])([CH3:19])[CH3:18]. (2) Reactant: [CH3:1][S:2][C:3]1[CH:8]=[CH:7][C:6]([CH2:9][CH:10]([C:16](=O)[CH3:17])[C:11](OCC)=[O:12])=[CH:5][CH:4]=1.[NH2:19][NH2:20]. Product: [CH3:1][S:2][C:3]1[CH:8]=[CH:7][C:6]([CH2:9][C:10]2[C:11](=[O:12])[NH:19][NH:20][C:16]=2[CH3:17])=[CH:5][CH:4]=1. The catalyst class is: 11. (3) Reactant: [N+:1]([C:4]1[CH:9]=[C:8]([N+:10]([O-:12])=[O:11])[CH:7]=[CH:6][C:5]=1Cl)([O-:3])=[O:2].[CH2:14]([OH:17])[CH2:15][OH:16].C(=O)([O-])[O-].[K+].[K+]. Product: [N+:1]([C:4]1[CH:9]=[C:8]([N+:10]([O-:12])=[O:11])[CH:7]=[CH:6][C:5]=1[O:16][CH2:15][CH2:14][OH:17])([O-:3])=[O:2]. The catalyst class is: 113.